Dataset: Peptide-MHC class II binding affinity with 134,281 pairs from IEDB. Task: Regression. Given a peptide amino acid sequence and an MHC pseudo amino acid sequence, predict their binding affinity value. This is MHC class II binding data. The peptide sequence is AFILDGDNLFPKV. The MHC is HLA-DQA10501-DQB10201 with pseudo-sequence HLA-DQA10501-DQB10201. The binding affinity (normalized) is 0.636.